Task: Predict the product of the given reaction.. Dataset: Forward reaction prediction with 1.9M reactions from USPTO patents (1976-2016) Given the reactants [F:1][C:2]1[CH:7]=[CH:6][CH:5]=[C:4]([F:8])[C:3]=1[N:9]1[C:17]2[CH:16]=[CH:15][N:14]=[C:13]([O:18][CH3:19])[C:12]=2[C:11](=[O:20])[NH:10]1.N1C=CC=CC=1.[F:27][C:28]([F:41])([F:40])[S:29](O[S:29]([C:28]([F:41])([F:40])[F:27])(=[O:31])=[O:30])(=[O:31])=[O:30].[Cl-].[NH4+], predict the reaction product. The product is: [F:27][C:28]([F:41])([F:40])[S:29]([O:20][C:11]1[C:12]2[C:13]([O:18][CH3:19])=[N:14][CH:15]=[CH:16][C:17]=2[N:9]([C:3]2[C:4]([F:8])=[CH:5][CH:6]=[CH:7][C:2]=2[F:1])[N:10]=1)(=[O:31])=[O:30].